Binary Classification. Given a T-cell receptor sequence (or CDR3 region) and an epitope sequence, predict whether binding occurs between them. From a dataset of TCR-epitope binding with 47,182 pairs between 192 epitopes and 23,139 TCRs. (1) The epitope is FLNGSCGSV. The TCR CDR3 sequence is CASSPLLAGGQSEQFF. Result: 1 (the TCR binds to the epitope). (2) Result: 1 (the TCR binds to the epitope). The TCR CDR3 sequence is CSVPEQFF. The epitope is KRWIILGLNK. (3) The epitope is TLVPQEHYV. The TCR CDR3 sequence is CASSLGGGPSYEQYF. Result: 1 (the TCR binds to the epitope). (4) The epitope is EIYKRWII. The TCR CDR3 sequence is CASSSAITGMGDSGNTIYF. Result: 0 (the TCR does not bind to the epitope). (5) The epitope is KLMNIQQKL. The TCR CDR3 sequence is CAVNGLAGPTDTQYF. Result: 0 (the TCR does not bind to the epitope). (6) Result: 0 (the TCR does not bind to the epitope). The TCR CDR3 sequence is CASSYFVGTSGAPSTDTQYF. The epitope is FLASKIGRLV.